Dataset: Full USPTO retrosynthesis dataset with 1.9M reactions from patents (1976-2016). Task: Predict the reactants needed to synthesize the given product. (1) Given the product [CH3:32][N:31]([CH:28]1[CH2:27][CH2:26][N:25]([C:23](=[O:24])[CH2:22][CH2:21][C:17]2[N:16]([CH3:15])[CH:20]=[CH:19][N:18]=2)[CH2:30][CH2:29]1)[C:8](=[O:10])[CH3:9], predict the reactants needed to synthesize it. The reactants are: C(N(CC)CC)C.[C:8](OC(=O)C)(=[O:10])[CH3:9].[CH3:15][N:16]1[CH:20]=[CH:19][N:18]=[C:17]1[CH2:21][CH2:22][C:23]([N:25]1[CH2:30][CH2:29][CH:28]([NH:31][CH3:32])[CH2:27][CH2:26]1)=[O:24].C(=O)([O-])O.[Na+]. (2) Given the product [C:20]1([CH:13]([C:14]2[CH:19]=[CH:18][CH:17]=[CH:16][CH:15]=2)[N:11]2[CH2:12][C:9]([CH2:5][CH2:6][OH:7])([OH:26])[CH2:10]2)[CH:21]=[CH:22][CH:23]=[CH:24][CH:25]=1, predict the reactants needed to synthesize it. The reactants are: CC([CH:5]([C:9]1([OH:26])[CH2:12][N:11]([CH:13]([C:20]2[CH:25]=[CH:24][CH:23]=[CH:22][CH:21]=2)[C:14]2[CH:19]=[CH:18][CH:17]=[CH:16][CH:15]=2)[CH2:10]1)[C:6]([O-])=[O:7])(C)C.[H-].[Al+3].[Li+].[H-].[H-].[H-].O.[OH-].[Na+]. (3) Given the product [O:14]=[C:15]([CH3:17])[CH2:16][CH:3]1[C:4](=[O:7])[CH2:5][CH2:6][O:1][CH2:2]1, predict the reactants needed to synthesize it. The reactants are: [O:1]1[CH2:6][CH:5]=[C:4]([O:7][Si](C)(C)C)[CH2:3][CH2:2]1.C[Si](C)(C)[O:14][C:15]([CH3:17])=[CH2:16].C(=O)(O)[O-].[Na+].O. (4) Given the product [NH2:21][C:4]1[CH:3]=[CH:2][C:11]2[C:6](=[CH:7][CH:8]=[CH:9][CH:10]=2)[N:5]=1, predict the reactants needed to synthesize it. The reactants are: Cl[C:2]1[C:11]2[C:6](=[CH:7][C:8](OC)=[CH:9][CH:10]=2)[N:5]=[CH:4][CH:3]=1.C(O)C.[Cl-].[Li+].[I-].[Na+].[N:21]1C=CC=CC=1. (5) The reactants are: C(N(C(C)C)CC)(C)C.[NH2:10][C:11]1[CH:19]=[CH:18][CH:17]=[C:16]([O:20][CH3:21])[C:12]=1[C:13]([OH:15])=[O:14].[C:22]1([C:32](Cl)=O)[C:31]2[C:26](=[CH:27][CH:28]=[CH:29][CH:30]=2)[CH:25]=[CH:24][CH:23]=1.CN(C(ON1N=NC2C=CC=NC1=2)=[N+](C)C)C.F[P-](F)(F)(F)(F)F. Given the product [CH3:21][O:20][C:16]1[C:12]2[C:13](=[O:15])[O:14][C:32]([C:22]3[C:31]4[C:26](=[CH:27][CH:28]=[CH:29][CH:30]=4)[CH:25]=[CH:24][CH:23]=3)=[N:10][C:11]=2[CH:19]=[CH:18][CH:17]=1, predict the reactants needed to synthesize it. (6) Given the product [Br:13][C:9]1[CH:8]=[C:7]([C:23]([C:20]2[CH:21]=[CH:22][C:17]([O:16][CH:15]([F:14])[F:27])=[C:18]([F:26])[CH:19]=2)=[CH2:24])[CH:12]=[CH:11][CH:10]=1, predict the reactants needed to synthesize it. The reactants are: C([Li])CCC.Br[C:7]1[CH:12]=[CH:11][CH:10]=[C:9]([Br:13])[CH:8]=1.[F:14][CH:15]([F:27])[O:16][C:17]1[CH:22]=[CH:21][C:20]([C:23](=O)[CH3:24])=[CH:19][C:18]=1[F:26].